From a dataset of Forward reaction prediction with 1.9M reactions from USPTO patents (1976-2016). Predict the product of the given reaction. (1) Given the reactants [CH3:1][O:2][C:3](=[O:26])[C@@H:4]([NH:15]C(OCC1C=CC=CC=1)=O)[CH2:5][CH2:6][O:7][Si:8]([C:11]([CH3:14])([CH3:13])[CH3:12])([CH3:10])[CH3:9].[H][H], predict the reaction product. The product is: [CH3:1][O:2][C:3](=[O:26])[C@@H:4]([NH2:15])[CH2:5][CH2:6][O:7][Si:8]([C:11]([CH3:12])([CH3:13])[CH3:14])([CH3:9])[CH3:10]. (2) Given the reactants Br[CH2:2][CH2:3][CH2:4][CH2:5][O:6][C:7]1[CH:15]=[C:14]2[C:10]([CH:11]=[N:12][N:13]2[C:16]([O:18][C:19]([CH3:22])([CH3:21])[CH3:20])=[O:17])=[CH:9][CH:8]=1.[C:23]1([N:33]2[CH2:38][CH2:37][NH:36][CH2:35][CH2:34]2)[C:32]2[C:27](=[CH:28][CH:29]=[CH:30][CH:31]=2)[CH:26]=[CH:25][CH:24]=1.C(=O)([O-])[O-].[K+].[K+], predict the reaction product. The product is: [C:23]1([N:33]2[CH2:38][CH2:37][N:36]([CH2:2][CH2:3][CH2:4][CH2:5][O:6][C:7]3[CH:15]=[C:14]4[C:10]([CH:11]=[N:12][N:13]4[C:16]([O:18][C:19]([CH3:22])([CH3:21])[CH3:20])=[O:17])=[CH:9][CH:8]=3)[CH2:35][CH2:34]2)[C:32]2[C:27](=[CH:28][CH:29]=[CH:30][CH:31]=2)[CH:26]=[CH:25][CH:24]=1. (3) Given the reactants [Cl:1][C:2]1[C:3](=O)[NH:4][N:5]=[CH:6][C:7]=1[Cl:8].P(Cl)(Cl)([Cl:12])=O, predict the reaction product. The product is: [Cl:12][C:3]1[N:4]=[N:5][CH:6]=[C:7]([Cl:8])[C:2]=1[Cl:1]. (4) Given the reactants [F:1][C:2]1[C:3]([OH:10])=[C:4]([CH:7]=[CH:8][CH:9]=1)[CH:5]=[O:6].I[CH2:12][CH3:13].C([O-])([O-])=O.[K+].[K+].CCOCC, predict the reaction product. The product is: [CH2:12]([O:10][C:3]1[C:2]([F:1])=[CH:9][CH:8]=[CH:7][C:4]=1[CH:5]=[O:6])[CH3:13]. (5) Given the reactants [CH:1]1[C:6]([CH:7]2[O:16][C:15]3[CH:14]=[C:13]([OH:17])[CH:12]=[C:11]([OH:18])[C:10]=3[CH2:9][CH:8]2[OH:19])=[CH:5][C:4]([OH:20])=[C:3]([OH:21])[CH:2]=1.OO, predict the reaction product. The product is: [CH2:9]1[C:10]2[C:15](=[CH:14][C:13]([OH:17])=[CH:12][C:11]=2[OH:18])[O:16][C@H:7]([C:6]2[CH:1]=[C:1]3[C:6]([C@H:7]4[O:16][C:15]5[C:10](=[C:11]([OH:18])[CH:12]=[C:13]([OH:17])[CH:14]=5)[CH2:9][C@@H:8]4[OH:19])=[CH:5][C:4]([OH:20])=[C:3]([OH:21])[C:2]3=[C:3]([OH:21])[C:4](=[O:20])[CH:5]=2)[C@@H:8]1[OH:19]. (6) Given the reactants [C:1]([O:5][C:6]([N:8]1[CH2:13][C@H:12]([C:14]([O:16][CH3:17])=[O:15])[CH2:11][C@H:10](C(O)=O)[CH2:9]1)=[O:7])([CH3:4])([CH3:3])[CH3:2].C1(P([N:35]=[N+]=[N-])(C2C=CC=CC=2)=O)C=CC=CC=1.C(N(CC)CC)C.C(O)C1C=CC=CC=1, predict the reaction product. The product is: [NH2:35][C@@H:10]1[CH2:9][N:8]([C:6]([O:5][C:1]([CH3:4])([CH3:3])[CH3:2])=[O:7])[CH2:13][C@H:12]([C:14]([O:16][CH3:17])=[O:15])[CH2:11]1. (7) Given the reactants [Cl:1][C:2]1[CH:8]=[CH:7][C:5]([NH2:6])=[C:4]([C:9]2[NH:13][N:12]=[CH:11][CH:10]=2)[CH:3]=1.[C:14]([O-])([O-])=[O:15].[K+].[K+].ClC(Cl)(OC(=O)OC(Cl)(Cl)Cl)Cl, predict the reaction product. The product is: [Cl:1][C:2]1[CH:8]=[CH:7][C:5]2[NH:6][C:14](=[O:15])[N:13]3[N:12]=[CH:11][CH:10]=[C:9]3[C:4]=2[CH:3]=1. (8) Given the reactants P(Cl)(Cl)(Cl)(Cl)Cl.[CH:7]1([CH2:10][N:11]2[CH2:17][CH:16]([C:18]3[CH:23]=[CH:22][CH:21]=[CH:20][CH:19]=3)[CH2:15][CH2:14][CH2:13][C:12]2=[O:24])[CH2:9][CH2:8]1.II.BrBr.[N-:29]=[N+]=[N-].[Na+].[Br-], predict the reaction product. The product is: [NH2:29][CH:13]1[CH2:14][CH2:15][CH:16]([C:18]2[CH:19]=[CH:20][CH:21]=[CH:22][CH:23]=2)[CH2:17][N:11]([CH2:10][CH:7]2[CH2:9][CH2:8]2)[C:12]1=[O:24]. (9) Given the reactants [C:1]([C:4]1[N:8]2[CH2:9][CH2:10][N:11]([CH3:14])[C:12](=[O:13])[C:7]2=[C:6]([O:15][CH2:16][C:17]2[CH:22]=[CH:21][CH:20]=[CH:19][CH:18]=2)[C:5]=1[C:23]([O:25][CH2:26][CH3:27])=[O:24])(=[O:3])[CH3:2].[CH3:28][Si]([N-][Si](C)(C)C)(C)C.[Li+].IC, predict the reaction product. The product is: [CH2:16]([O:15][C:6]1[C:5]([C:23]([O:25][CH2:26][CH3:27])=[O:24])=[C:4]([C:1](=[O:3])[CH2:2][CH3:28])[N:8]2[CH2:9][CH2:10][N:11]([CH3:14])[C:12](=[O:13])[C:7]=12)[C:17]1[CH:18]=[CH:19][CH:20]=[CH:21][CH:22]=1. (10) Given the reactants [CH:1]([Si:4]([O:11][CH2:12][CH:13]([OH:23])[CH2:14][NH:15][C:16]([O:18][C:19]([CH3:22])([CH3:21])[CH3:20])=[O:17])([CH:8]([CH3:10])[CH3:9])[CH:5]([CH3:7])[CH3:6])([CH3:3])[CH3:2].[CH3:24]I, predict the reaction product. The product is: [CH:8]([Si:4]([O:11][CH2:12][CH:13]([O:23][CH3:24])[CH2:14][NH:15][C:16]([O:18][C:19]([CH3:22])([CH3:21])[CH3:20])=[O:17])([CH:5]([CH3:7])[CH3:6])[CH:1]([CH3:3])[CH3:2])([CH3:9])[CH3:10].